From a dataset of Forward reaction prediction with 1.9M reactions from USPTO patents (1976-2016). Predict the product of the given reaction. (1) Given the reactants [CH2:1]([N:3]1[C:7](=[NH:8])/[C:6](=[CH:9]\[C:10]2[CH:15]=[CH:14][C:13]([OH:16])=[C:12]([O:17][CH3:18])[CH:11]=2)/[N:5]([CH3:19])[C:4]1=[O:20])[CH3:2].C(=O)([O-])[O-].[K+].[K+].Br[CH2:28][C:29]1[CH:34]=[CH:33][CH:32]=[CH:31][C:30]=1[C:35]([F:38])([F:37])[F:36].[OH-].[Na+], predict the reaction product. The product is: [CH2:1]([N:3]1[C:7](=[NH:8])/[C:6](=[CH:9]\[C:10]2[CH:15]=[CH:14][C:13]([O:16][CH2:28][C:29]3[CH:34]=[CH:33][CH:32]=[CH:31][C:30]=3[C:35]([F:36])([F:37])[F:38])=[C:12]([O:17][CH3:18])[CH:11]=2)/[N:5]([CH3:19])[C:4]1=[O:20])[CH3:2]. (2) Given the reactants [O:1]=[C:2]([CH2:23][CH2:24][CH2:25][CH2:26][CH2:27][CH2:28][CH2:29][CH2:30][CH2:31][CH2:32][CH2:33][C:34]([O:36][CH2:37][CH2:38][CH2:39][CH2:40][CH2:41][CH3:42])=[O:35])[CH2:3][CH2:4][CH2:5][CH2:6][CH2:7][CH2:8][CH2:9][CH2:10][CH2:11][CH2:12][CH2:13][C:14]([O:16][CH2:17][CH2:18][CH2:19][CH2:20][CH2:21][CH3:22])=[O:15].[BH4-].[Na+], predict the reaction product. The product is: [OH:1][CH:2]([CH2:3][CH2:4][CH2:5][CH2:6][CH2:7][CH2:8][CH2:9][CH2:10][CH2:11][CH2:12][CH2:13][C:14]([O:16][CH2:17][CH2:18][CH2:19][CH2:20][CH2:21][CH3:22])=[O:15])[CH2:23][CH2:24][CH2:25][CH2:26][CH2:27][CH2:28][CH2:29][CH2:30][CH2:31][CH2:32][CH2:33][C:34]([O:36][CH2:37][CH2:38][CH2:39][CH2:40][CH2:41][CH3:42])=[O:35].